From a dataset of Full USPTO retrosynthesis dataset with 1.9M reactions from patents (1976-2016). Predict the reactants needed to synthesize the given product. (1) Given the product [NH2:24][C:23]1[C:18]([C:16]#[N:17])=[CH:19][N:20]2[CH:2]=[C:3]([C:5]3[CH:10]=[CH:9][CH:8]=[CH:7][CH:6]=3)[N:25]=[C:21]2[CH:22]=1, predict the reactants needed to synthesize it. The reactants are: Br[CH2:2][C:3]([C:5]1[CH:10]=[CH:9][CH:8]=[CH:7][CH:6]=1)=O.C([O-])(O)=O.[Na+].[C:16]([C:18]1[CH:19]=[N:20][C:21]([NH2:25])=[CH:22][C:23]=1[NH2:24])#[N:17].O. (2) Given the product [CH2:8]([NH:1][C@H:2]([C:5]([OH:7])=[O:6])[CH2:3][OH:4])[C:9]1[CH:14]=[CH:13][CH:12]=[CH:11][CH:10]=1, predict the reactants needed to synthesize it. The reactants are: [NH2:1][C@H:2]([C:5]([OH:7])=[O:6])[CH2:3][OH:4].[CH:8](=O)[C:9]1[CH:14]=[CH:13][CH:12]=[CH:11][CH:10]=1.[BH4-].[Na+]. (3) Given the product [CH3:1][O:2][C:3]1[CH:4]=[C:5]([C:15]2[CH:16]=[C:17]([CH:23]=[CH:24][N:25]=2)[C:18]([O:20][CH2:21][CH3:22])=[O:19])[CH:6]=[CH:7][C:8]=1[O:9][CH3:10], predict the reactants needed to synthesize it. The reactants are: [CH3:1][O:2][C:3]1[CH:4]=[C:5](B(O)O)[CH:6]=[CH:7][C:8]=1[O:9][CH3:10].Cl[C:15]1[CH:16]=[C:17]([CH:23]=[CH:24][N:25]=1)[C:18]([O:20][CH2:21][CH3:22])=[O:19]. (4) Given the product [Br:1][C:2]1[CH:11]=[C:10]([N+:20]([O-:22])=[O:21])[C:9]2[CH2:8][CH2:7][CH2:6][CH2:5][C:4]=2[N+:3]=1[O-:12], predict the reactants needed to synthesize it. The reactants are: [Br:1][C:2]1[CH:11]=[CH:10][C:9]2[CH2:8][CH2:7][CH2:6][CH2:5][C:4]=2[N+:3]=1[O-:12].OS(O)(=O)=O.[OH-].[Na+].[N+:20]([O-])([OH:22])=[O:21]. (5) Given the product [CH2:28]([CH:3]([CH2:1][CH3:2])[CH:4]([NH:17][C:18]1[CH:19]=[CH:20][C:21]([C:22]([OH:24])=[O:23])=[CH:26][CH:27]=1)[C:5]1[O:6][C:7]2[CH:14]=[CH:13][C:12]([O:15][CH3:16])=[CH:11][C:8]=2[C:9]=1[CH3:10])[CH3:29], predict the reactants needed to synthesize it. The reactants are: [CH2:1]([CH:3]([CH2:28][CH3:29])[CH:4]([NH:17][C:18]1[CH:27]=[CH:26][C:21]([C:22]([O:24]C)=[O:23])=[CH:20][CH:19]=1)[C:5]1[O:6][C:7]2[CH:14]=[CH:13][C:12]([O:15][CH3:16])=[CH:11][C:8]=2[C:9]=1[CH3:10])[CH3:2].O1CCCC1.[OH-].[Na+]. (6) Given the product [C:1]([C:3]1[CH:8]=[CH:7][C:6]([CH:9]([O:34][C:35](=[O:37])[CH3:36])[C:10]2[N:11]([CH3:43])[CH:12]=[N:13][CH:14]=2)=[CH:5][C:4]=1[F:38])#[N:2], predict the reactants needed to synthesize it. The reactants are: [C:1]([C:3]1[CH:8]=[CH:7][C:6]([CH:9]([O:34][C:35](=[O:37])[CH3:36])[C:10]2[N:11]=[CH:12][N:13](C(C3C=CC=CC=3)(C3C=CC=CC=3)C3C=CC=CC=3)[CH:14]=2)=[CH:5][C:4]=1[F:38])#[N:2].S(OC)(O[CH3:43])(=O)=O. (7) Given the product [C:12]1([CH2:11][O:10][C:5]2[CH:4]=[CH:3][C:2]([Br:1])=[CH:7][C:6]=2[CH2:8][Br:19])[CH:17]=[CH:16][CH:15]=[CH:14][CH:13]=1, predict the reactants needed to synthesize it. The reactants are: [Br:1][C:2]1[CH:3]=[CH:4][C:5]([O:10][CH2:11][C:12]2[CH:17]=[CH:16][CH:15]=[CH:14][CH:13]=2)=[C:6]([CH2:8]O)[CH:7]=1.P(Br)(Br)[Br:19].C(=O)([O-])O.[Na+].